The task is: Predict which catalyst facilitates the given reaction.. This data is from Catalyst prediction with 721,799 reactions and 888 catalyst types from USPTO. (1) Reactant: [Cl:1][C:2]1[CH:7]=[CH:6][C:5]([NH:8][C:9]2[C:13]3[C:14](=[O:18])[NH:15][CH:16]=[CH:17][C:12]=3[N:11]([C@@:19]3([CH2:28][C:29]#[N:30])[CH2:24][O:23][C@H:22]([C:25]([OH:27])=O)[CH2:21][CH2:20]3)[N:10]=2)=[CH:4][CH:3]=1.CN([C:34]([O:38][N:39]1N=NC2C=CC=N[C:40]1=2)=[N+](C)C)C.F[P-](F)(F)(F)(F)F.CCN(C(C)C)C(C)C. Product: [Cl:1][C:2]1[CH:3]=[CH:4][C:5]([NH:8][C:9]2[C:13]3[C:14](=[O:18])[NH:15][CH:16]=[CH:17][C:12]=3[N:11]([C@@:19]3([CH2:28][C:29]#[N:30])[CH2:24][O:23][C@H:22]([C:25]([N:39]([O:38][CH3:34])[CH3:40])=[O:27])[CH2:21][CH2:20]3)[N:10]=2)=[CH:6][CH:7]=1. The catalyst class is: 39. (2) The catalyst class is: 27. Product: [CH2:1]([CH:8]1[CH2:9][CH2:10][N:11]([C:14](=[O:18])[C:15]([NH:19][C:20]2[CH:21]=[C:22]3[C:26](=[CH:27][CH:28]=2)[CH2:25][CH2:24][CH2:23]3)=[O:17])[CH2:12][CH2:13]1)[C:2]1[CH:3]=[CH:4][CH:5]=[CH:6][CH:7]=1. Reactant: [CH2:1]([CH:8]1[CH2:13][CH2:12][N:11]([C:14](=[O:18])[C:15]([OH:17])=O)[CH2:10][CH2:9]1)[C:2]1[CH:7]=[CH:6][CH:5]=[CH:4][CH:3]=1.[NH2:19][C:20]1[CH:21]=[C:22]2[C:26](=[CH:27][CH:28]=1)[CH2:25][CH2:24][CH2:23]2. (3) Reactant: [F:1][C:2]1[CH:8]=[CH:7][C:6]([C:9]2[CH:34]=[CH:33][C:12]3[N:13]=[C:14]([C:16]4[N:20](COCC[Si](C)(C)C)[C:19]5[CH:29]=[CH:30][CH:31]=[CH:32][C:18]=5[N:17]=4)[O:15][C:11]=3[CH:10]=2)=[CH:5][C:3]=1[NH2:4].[CH2:35]([S:37](Cl)(=[O:39])=[O:38])[CH3:36]. Product: [NH:20]1[C:19]2[CH:29]=[CH:30][CH:31]=[CH:32][C:18]=2[N:17]=[C:16]1[C:14]1[O:15][C:11]2[CH:10]=[C:9]([C:6]3[CH:7]=[CH:8][C:2]([F:1])=[C:3]([NH:4][S:37]([CH2:35][CH3:36])(=[O:39])=[O:38])[CH:5]=3)[CH:34]=[CH:33][C:12]=2[N:13]=1. The catalyst class is: 202. (4) Reactant: Cl[C:2]1[C:11]2[C:6](=[C:7]([O:12][CH2:13][C:14]3[CH:19]=[CH:18][C:17]([O:20][CH3:21])=[CH:16][CH:15]=3)[CH:8]=[CH:9][CH:10]=2)[N:5]=[CH:4][CH:3]=1.[NH:22]1[CH2:27][CH2:26][NH:25][CH2:24][CH2:23]1. Product: [CH3:21][O:20][C:17]1[CH:18]=[CH:19][C:14]([CH2:13][O:12][C:7]2[CH:8]=[CH:9][CH:10]=[C:11]3[C:6]=2[N:5]=[CH:4][CH:3]=[C:2]3[N:22]2[CH2:27][CH2:26][NH:25][CH2:24][CH2:23]2)=[CH:15][CH:16]=1. The catalyst class is: 32. (5) Product: [ClH:1].[F:74][C:72]1[CH:73]=[C:68]([CH:69]=[C:70]([F:75])[CH:71]=1)[CH2:67][C@H:53]([NH:52][C:9](=[O:11])[C:8]1[CH:12]=[CH:13][N:14]=[C:6]([N:5]([CH2:2][CH2:3][CH3:4])[CH2:15][CH2:16][CH3:17])[CH:7]=1)[C@H:54]([OH:66])[CH2:55][NH:56][CH2:57][C:58]1[CH:63]=[CH:62][CH:61]=[C:60]([CH2:64][CH3:65])[CH:59]=1. The catalyst class is: 347. Reactant: [ClH:1].[CH2:2]([N:5]([CH2:15][CH2:16][CH3:17])[C:6]1[CH:7]=[C:8]([CH:12]=[CH:13][N:14]=1)[C:9]([OH:11])=O)[CH2:3][CH3:4].C1C=CC2N(O)N=NC=2C=1.CN(C(ON1N=NC2C=CC=NC1=2)=[N+](C)C)C.F[P-](F)(F)(F)(F)F.[NH2:52][C@@H:53]([CH2:67][C:68]1[CH:73]=[C:72]([F:74])[CH:71]=[C:70]([F:75])[CH:69]=1)[C@H:54]([OH:66])[CH2:55][NH:56][CH2:57][C:58]1[CH:63]=[CH:62][CH:61]=[C:60]([CH2:64][CH3:65])[CH:59]=1. (6) Reactant: [CH3:1][N:2]([CH3:26])[CH2:3][CH:4]([OH:25])[CH2:5][O:6][CH2:7][CH2:8][CH2:9][CH2:10][CH2:11][CH2:12][CH2:13][CH2:14]/[CH:15]=[CH:16]\[CH2:17]/[CH:18]=[CH:19]\[CH2:20][CH2:21][CH2:22][CH2:23][CH3:24].[H-].[Na+].CS(O[CH2:34][CH2:35][CH2:36][CH2:37][CH2:38][CH2:39][CH2:40][CH2:41][O:42][C@H:43]1[CH2:67][CH2:66][C@@:65]2([CH3:68])[C:45](=[CH:46][CH2:47][C@@H:48]3[C@@H:64]2[CH2:63][CH2:62][C@@:61]2([CH3:69])[C@H:49]3[CH2:50][CH2:51][C@@H:52]2[C@H:53]([CH3:60])[CH2:54][CH2:55][CH2:56][CH:57]([CH3:59])[CH3:58])[CH2:44]1)(=O)=O.C(OCC)(=O)C. Product: [CH3:59][CH:57]([CH2:56][CH2:55][CH2:54][C@H:53]([C@@H:52]1[C@:61]2([CH3:69])[C@H:49]([C@H:48]3[C@H:64]([CH2:63][CH2:62]2)[C@:65]2([CH3:68])[C:45]([CH2:44][C@@H:43]([O:42][CH2:41][CH2:40][CH2:39][CH2:38][CH2:37][CH2:36][CH2:35][CH2:34][O:25][CH:4]([CH2:5][O:6][CH2:7][CH2:8][CH2:9][CH2:10][CH2:11][CH2:12][CH2:13][CH2:14]/[CH:15]=[CH:16]\[CH2:17]/[CH:18]=[CH:19]\[CH2:20][CH2:21][CH2:22][CH2:23][CH3:24])[CH2:3][N:2]([CH3:1])[CH3:26])[CH2:67][CH2:66]2)=[CH:46][CH2:47]3)[CH2:50][CH2:51]1)[CH3:60])[CH3:58]. The catalyst class is: 11. (7) Reactant: [F:1][C:2]([F:7])([F:6])[C:3]([OH:5])=[O:4].[CH3:8][N:9]([CH3:25])[C:10]([C@H:12]1[CH2:16][CH:15]([F:17])[CH2:14][N:13]1C(OC(C)(C)C)=O)=[O:11]. Product: [F:1][C:2]([F:7])([F:6])[C:3]([OH:5])=[O:4].[F:17][CH:15]1[CH2:14][NH:13][C@@H:12]([C:10]([N:9]([CH3:25])[CH3:8])=[O:11])[CH2:16]1. The catalyst class is: 22.